Dataset: Reaction yield outcomes from USPTO patents with 853,638 reactions. Task: Predict the reaction yield, written as a fraction of the theoretical maximum amount of product (1.0 means a 100% yield; for example, 0.34 means a 34% yield). (1) The reactants are C(OC(N1CCC[C@@H]1[C@H](C1C=CC(Cl)=CC=1)C(O)=O)=O)(C)(C)C.[Cl:24][C:25]1[CH:30]=[CH:29][C:28]([C@@H:31]([C@H:51]2[CH2:55][CH2:54][CH2:53][NH:52]2)[C:32]([N:34]2[CH2:39][CH2:38][N:37]([C:40]3[C:41]4[C@H:48]([CH3:49])[CH2:47][C@@H:46]([OH:50])[C:42]=4[N:43]=[CH:44][N:45]=3)[CH2:36][CH2:35]2)=[O:33])=[CH:27][CH:26]=1. No catalyst specified. The product is [Cl:24][C:25]1[CH:30]=[CH:29][C:28]([C@@H:31]([C@@H:51]2[CH2:55][CH2:54][CH2:53][NH:52]2)[C:32]([N:34]2[CH2:35][CH2:36][N:37]([C:40]3[C:41]4[C@H:48]([CH3:49])[CH2:47][C@@H:46]([OH:50])[C:42]=4[N:43]=[CH:44][N:45]=3)[CH2:38][CH2:39]2)=[O:33])=[CH:27][CH:26]=1. The yield is 0.280. (2) The reactants are [I-].[Na+].I.[CH2:4]([N:11]1[CH2:20][CH2:19][C:18]2[C:17](Cl)=[N:16][CH:15]=[N:14][C:13]=2[CH2:12]1)[C:5]1[CH:10]=[CH:9][CH:8]=[CH:7][CH:6]=1.[NH2:22][C:23]1[CH:24]=[N:25][C:26]2[C:31]([CH:32]=1)=[CH:30][CH:29]=[CH:28][CH:27]=2. The catalyst is O1CCOCC1. The product is [CH2:4]([N:11]1[CH2:20][CH2:19][C:18]2[C:17]([NH:22][C:23]3[CH:24]=[N:25][C:26]4[C:31]([CH:32]=3)=[CH:30][CH:29]=[CH:28][CH:27]=4)=[N:16][CH:15]=[N:14][C:13]=2[CH2:12]1)[C:5]1[CH:10]=[CH:9][CH:8]=[CH:7][CH:6]=1. The yield is 0.580. (3) The reactants are [NH2:1][C:2]1[CH:3]=[CH:4][CH:5]=[C:6]2[C:10]=1[C:9](=[O:11])[N:8]([CH:12]([C:15]1[CH:20]=[CH:19][C:18]([O:21][CH3:22])=[C:17]([O:23][CH2:24][CH3:25])[CH:16]=1)[CH2:13][CH3:14])[CH2:7]2.[CH:26]1([C:29](Cl)=[O:30])[CH2:28][CH2:27]1. The catalyst is C1COCC1. The product is [CH2:24]([O:23][C:17]1[CH:16]=[C:15]([CH:12]([N:8]2[C:9](=[O:11])[C:10]3[C:6](=[CH:5][CH:4]=[CH:3][C:2]=3[NH:1][C:29]([CH:26]3[CH2:28][CH2:27]3)=[O:30])[CH2:7]2)[CH2:13][CH3:14])[CH:20]=[CH:19][C:18]=1[O:21][CH3:22])[CH3:25]. The yield is 0.760. (4) The reactants are [Cl:1][C:2]1[CH:7]=[CH:6][C:5]([CH2:8][C:9]([OH:11])=O)=[CH:4][CH:3]=1.[NH2:12][C:13]1[N:14]=[CH:15][C:16]2[C:21]([C:22]([C:24]3[CH:25]=[N:26][CH:27]=[C:28]([NH2:30])[CH:29]=3)=[O:23])=[CH:20][N:19]([CH:31]([CH3:34])[CH2:32][OH:33])[C:17]=2[N:18]=1.CN(C(ON1N=NC2C=CC=NC1=2)=[N+](C)C)C.F[P-](F)(F)(F)(F)F.C(=O)(O)[O-].[Na+]. The catalyst is N1C=CC=CC=1. The product is [NH2:12][C:13]1[N:14]=[CH:15][C:16]2[C:21]([C:22]([C:24]3[CH:29]=[C:28]([NH:30][C:9](=[O:11])[CH2:8][C:5]4[CH:4]=[CH:3][C:2]([Cl:1])=[CH:7][CH:6]=4)[CH:27]=[N:26][CH:25]=3)=[O:23])=[CH:20][N:19]([CH:31]([CH3:34])[CH2:32][OH:33])[C:17]=2[N:18]=1. The yield is 0.480. (5) The reactants are Cl[C:2]1[C:3]([Cl:26])=[C:4]2[N:10]=[C:9]([C:11]3[CH:16]=[CH:15][C:14]([O:17][CH2:18][CH2:19][N:20]4[CH2:25][CH2:24][O:23][CH2:22][CH2:21]4)=[CH:13][CH:12]=3)[NH:8][C:5]2=[N:6][CH:7]=1.[CH3:27][N:28](C=O)C. The catalyst is [C-]#N.[C-]#N.[Zn+2].C1C=CC(/C=C/C(/C=C/C2C=CC=CC=2)=O)=CC=1.C1C=CC(/C=C/C(/C=C/C2C=CC=CC=2)=O)=CC=1.C1C=CC(/C=C/C(/C=C/C2C=CC=CC=2)=O)=CC=1.[Pd].[Pd].C1C=CC(P(C2C=CC=CC=2)[C-]2C=CC=C2)=CC=1.C1C=CC(P(C2C=CC=CC=2)[C-]2C=CC=C2)=CC=1.[Fe+2].CCOC(C)=O. The product is [Cl:26][C:3]1[C:2]([C:27]#[N:28])=[CH:7][N:6]=[C:5]2[NH:8][C:9]([C:11]3[CH:16]=[CH:15][C:14]([O:17][CH2:18][CH2:19][N:20]4[CH2:25][CH2:24][O:23][CH2:22][CH2:21]4)=[CH:13][CH:12]=3)=[N:10][C:4]=12. The yield is 0.240. (6) The reactants are [NH2:1][CH:2]1[CH2:6][CH:5]([N:7]2[C:16]3[CH:15]=[CH:14][CH:13]=[C:12]([Cl:17])[C:11]=3[C:10]3=[N:18][O:19][C:20]([CH3:21])=[C:9]3[C:8]2=[O:22])[CH:4]=[CH:3]1.[CH3:23][O:24][C:25]1[CH:26]=[C:27]([CH2:35][C:36](O)=[O:37])[CH:28]=[C:29]([O:33][CH3:34])[C:30]=1[O:31][CH3:32].CCN(CC)CC.CCN=C=NCCCN(C)C. The catalyst is C(Cl)Cl. The product is [Cl:17][C:12]1[C:11]2[C:10]3[C:9](=[C:20]([CH3:21])[O:19][N:18]=3)[C:8](=[O:22])[N:7]([CH:5]3[CH2:6][CH:2]([NH:1][C:36](=[O:37])[CH2:35][C:27]4[CH:28]=[C:29]([O:33][CH3:34])[C:30]([O:31][CH3:32])=[C:25]([O:24][CH3:23])[CH:26]=4)[CH:3]=[CH:4]3)[C:16]=2[CH:15]=[CH:14][CH:13]=1. The yield is 0.290. (7) The reactants are N[C:2]1[CH:3]=[C:4]([NH:14]C(=O)C)[CH:5]=[CH:6][C:7]=1[CH:8]1[CH2:13][CH2:12][CH2:11][CH2:10][CH2:9]1.[OH:18]S(O)(=O)=O.N([O-])=O.[Na+].NC(N)=O. The catalyst is O. The product is [NH2:14][C:4]1[CH:5]=[CH:6][C:7]([CH:8]2[CH2:13][CH2:12][CH2:11][CH2:10][CH2:9]2)=[C:2]([OH:18])[CH:3]=1. The yield is 0.740. (8) The reactants are [Si:1]([O:8][CH2:9][C:10]1[O:11][CH:12]=[CH:13][CH:14]=1)([C:4]([CH3:7])([CH3:6])[CH3:5])([CH3:3])[CH3:2].CN(CCN(C)C)C.[Li]CCCC.[Cl:28][CH2:29][CH2:30][CH2:31]I. The catalyst is C1COCC1.CCCCCCC.CCOC(C)=O. The product is [Cl:28][CH2:29][CH2:30][CH2:31][C:12]1[O:11][C:10]([CH2:9][O:8][Si:1]([C:4]([CH3:7])([CH3:6])[CH3:5])([CH3:3])[CH3:2])=[CH:14][CH:13]=1. The yield is 0.750. (9) The reactants are [C:1]([C:3]([C:9]1[CH:10]=[C:11]([CH:16]=[CH:17][CH:18]=1)[C:12]([O:14]C)=[O:13])([CH3:8])[CH2:4][CH:5]1[CH2:7][CH2:6]1)#[N:2].O.[OH-].[Li+]. The catalyst is O1CCCC1.CO.O. The product is [C:1]([C:3]([C:9]1[CH:10]=[C:11]([CH:16]=[CH:17][CH:18]=1)[C:12]([OH:14])=[O:13])([CH3:8])[CH2:4][CH:5]1[CH2:7][CH2:6]1)#[N:2]. The yield is 0.660. (10) The reactants are [CH3:1][C:2]1[CH:7]=[C:6]([C:8]2[C:16]3[C:11](=[CH:12][C:13]([NH:19][C:20](=[O:22])[CH3:21])=[C:14]([CH:17]=C)[CH:15]=3)[N:10]([C:23]([C:36]3[CH:41]=[CH:40][CH:39]=[CH:38][CH:37]=3)([C:30]3[CH:35]=[CH:34][CH:33]=[CH:32][CH:31]=3)[C:24]3[CH:29]=[CH:28][CH:27]=[CH:26][CH:25]=3)[N:9]=2)[CH:5]=[CH:4][N:3]=1.I([O-])(=O)(=O)=[O:43].[Na+]. The catalyst is C1COCC1.O.[Os](=O)(=O)(=O)=O. The product is [CH:17]([C:14]1[CH:15]=[C:16]2[C:11](=[CH:12][C:13]=1[NH:19][C:20](=[O:22])[CH3:21])[N:10]([C:23]([C:24]1[CH:25]=[CH:26][CH:27]=[CH:28][CH:29]=1)([C:30]1[CH:31]=[CH:32][CH:33]=[CH:34][CH:35]=1)[C:36]1[CH:37]=[CH:38][CH:39]=[CH:40][CH:41]=1)[N:9]=[C:8]2[C:6]1[CH:5]=[CH:4][N:3]=[C:2]([CH3:1])[CH:7]=1)=[O:43]. The yield is 0.800.